This data is from Forward reaction prediction with 1.9M reactions from USPTO patents (1976-2016). The task is: Predict the product of the given reaction. (1) Given the reactants Br[C:2]1[CH:11]=[CH:10][CH:9]=[C:8]2[C:3]=1[CH:4]=[CH:5][N:6]=[C:7]2[NH:12][C:13]1[CH:18]=[CH:17][CH:16]=[C:15]([C:19]2[N:20]([CH3:25])[C:21]([CH3:24])=[N:22][CH:23]=2)[CH:14]=1.C(=O)([O-])[O-].[Na+].[Na+].[F:32][C:33]1[CH:38]=[CH:37][C:36](B(O)O)=[CH:35][CH:34]=1, predict the reaction product. The product is: [CH3:24][C:21]1[N:20]([CH3:25])[C:19]([C:15]2[CH:14]=[C:13]([NH:12][C:7]3[C:8]4[C:3](=[C:2]([C:36]5[CH:37]=[CH:38][C:33]([F:32])=[CH:34][CH:35]=5)[CH:11]=[CH:10][CH:9]=4)[CH:4]=[CH:5][N:6]=3)[CH:18]=[CH:17][CH:16]=2)=[CH:23][N:22]=1. (2) Given the reactants [CH:1]([C:3]1[CH:10]=[CH:9][C:6]([CH2:7][Cl:8])=[CH:5][CH:4]=1)=[CH2:2].[CH3:11][N:12]([CH3:23])[CH2:13][CH2:14][CH2:15][CH2:16][CH2:17][CH2:18][CH2:19][CH2:20][CH2:21][CH3:22], predict the reaction product. The product is: [Cl-:8].[CH:1]([C:3]1[CH:10]=[CH:9][C:6]([CH2:7][N+:12]([CH2:13][CH2:14][CH2:15][CH2:16][CH2:17][CH2:18][CH2:19][CH2:20][CH2:21][CH3:22])([CH3:11])[CH3:23])=[CH:5][CH:4]=1)=[CH2:2]. (3) Given the reactants [OH:1][C:2]1[CH:7]=[CH:6][N:5]([C:8]2[S:9][C:10]([C:14]([OH:16])=O)=[C:11]([CH3:13])[N:12]=2)[C:4](=[O:17])[CH:3]=1.[CH:18]1([CH2:21][CH2:22][NH2:23])[CH2:20][CH2:19]1, predict the reaction product. The product is: [CH:18]1([CH2:21][CH2:22][NH:23][C:14]([C:10]2[S:9][C:8]([N:5]3[CH:6]=[CH:7][C:2]([OH:1])=[CH:3][C:4]3=[O:17])=[N:12][C:11]=2[CH3:13])=[O:16])[CH2:20][CH2:19]1. (4) Given the reactants C[O:2][C:3]([C@H:5]1[CH2:10][CH2:9][C@:8]([OH:31])([C:11]2[S:12][C:13]([C:16]3[CH:21]=[C:20]([NH:22][C:23]4[N:28]=[C:27]([CH3:29])[CH:26]=[CH:25][N:24]=4)[CH:19]=[C:18]([CH3:30])[CH:17]=3)=[CH:14][N:15]=2)[CH2:7][C:6]1([CH3:33])[CH3:32])=[O:4].[OH-].[Na+].Cl, predict the reaction product. The product is: [OH:31][C@:8]1([C:11]2[S:12][C:13]([C:16]3[CH:21]=[C:20]([NH:22][C:23]4[N:28]=[C:27]([CH3:29])[CH:26]=[CH:25][N:24]=4)[CH:19]=[C:18]([CH3:30])[CH:17]=3)=[CH:14][N:15]=2)[CH2:9][CH2:10][C@H:5]([C:3]([OH:4])=[O:2])[C:6]([CH3:33])([CH3:32])[CH2:7]1. (5) Given the reactants [F:1][C:2]1[CH:21]=[CH:20][C:5]([CH2:6][NH:7][CH2:8][C:9]2[NH:10][C:11](=[O:19])[C:12]3[CH2:18][O:17][CH2:16][CH2:15][C:13]=3[N:14]=2)=[CH:4][CH:3]=1.[F:22][C:23]1[CH:40]=[CH:39][C:26]([C:27]([CH:29]2[CH2:34][CH2:33][N:32]([CH2:35][C:36](O)=[O:37])[CH2:31][CH2:30]2)=[O:28])=[CH:25][CH:24]=1, predict the reaction product. The product is: [F:22][C:23]1[CH:24]=[CH:25][C:26]([C:27]([CH:29]2[CH2:30][CH2:31][N:32]([CH2:35][C:36]([N:7]([CH2:6][C:5]3[CH:4]=[CH:3][C:2]([F:1])=[CH:21][CH:20]=3)[CH2:8][C:9]3[NH:10][C:11](=[O:19])[C:12]4[CH2:18][O:17][CH2:16][CH2:15][C:13]=4[N:14]=3)=[O:37])[CH2:33][CH2:34]2)=[O:28])=[CH:39][CH:40]=1. (6) Given the reactants [C:1]1([C:7]([C:9]2[CH:14]=[C:13]([O:15][CH2:16][C:17]3[CH:22]=[CH:21][CH:20]=[CH:19][CH:18]=3)[CH:12]=[CH:11][C:10]=2[NH2:23])=O)[CH:6]=[CH:5][CH:4]=[CH:3][CH:2]=1.[N:24]([O-])=O.[Na+].CO.[Sn], predict the reaction product. The product is: [C:1]1([C:7]2[C:9]3[C:10](=[CH:11][CH:12]=[C:13]([O:15][CH2:16][C:17]4[CH:22]=[CH:21][CH:20]=[CH:19][CH:18]=4)[CH:14]=3)[NH:23][N:24]=2)[CH:6]=[CH:5][CH:4]=[CH:3][CH:2]=1. (7) Given the reactants [N:1]([CH:4]1[CH2:9][CH2:8][N:7]([C:10]2[CH:20]=[CH:19][C:13]([C:14]([O:16][CH2:17][CH3:18])=[O:15])=[CH:12][CH:11]=2)[CH2:6][CH2:5]1)=[N+]=[N-].C(O)(=O)C.O.[H][H], predict the reaction product. The product is: [NH2:1][CH:4]1[CH2:9][CH2:8][N:7]([C:10]2[CH:20]=[CH:19][C:13]([C:14]([O:16][CH2:17][CH3:18])=[O:15])=[CH:12][CH:11]=2)[CH2:6][CH2:5]1. (8) Given the reactants Cl.[NH2:2][C@@H:3]1[CH2:7][CH2:6][C@H:5]([OH:8])[C@@H:4]1[OH:9].[CH3:10][C:11]1([CH3:35])[CH2:20][CH2:19][C:18]([CH3:22])([CH3:21])[C:17]2[CH:16]=[C:15]([C:23]3[N:24]=[C:25]([N:28]4[CH2:33][CH2:32][C:31](=O)[CH2:30][CH2:29]4)[S:26][CH:27]=3)[CH:14]=[CH:13][C:12]1=2.Cl, predict the reaction product. The product is: [CH3:10][C:11]1([CH3:35])[CH2:20][CH2:19][C:18]([CH3:21])([CH3:22])[C:17]2[CH:16]=[C:15]([C:23]3[N:24]=[C:25]([N:28]4[CH2:33][CH2:32][CH:31]([NH:2][C@@H:3]5[CH2:7][CH2:6][C@H:5]([OH:8])[C@@H:4]5[OH:9])[CH2:30][CH2:29]4)[S:26][CH:27]=3)[CH:14]=[CH:13][C:12]1=2. (9) Given the reactants [CH2:1]([O:3][C:4]([NH:6][C:7]1[CH:12]=[CH:11][C:10]([NH:13][CH2:14][C:15]2[CH:20]=[CH:19][C:18]([F:21])=[CH:17][CH:16]=2)=[CH:9][C:8]=1[N+:22]([O-])=O)=[O:5])[CH3:2].[Cl-].[NH4+], predict the reaction product. The product is: [CH3:2][CH2:1][O:3][C:4]([NH:6][C:7]1[CH:12]=[CH:11][C:10]([NH:13][CH2:14][C:15]2[CH:20]=[CH:19][C:18]([F:21])=[CH:17][CH:16]=2)=[CH:9][C:8]=1[NH2:22])=[O:5]. (10) Given the reactants [Cl:1][C:2]1[CH:16]=[CH:15][C:5]([CH2:6][NH:7][C:8](=[O:14])OC(C)(C)C)=[C:4]([F:17])[C:3]=1[C:18](=[O:41])[NH:19][C:20]1[CH:21]=[CH:22][CH:23]=[C:24]2[C:29]=1[N:28]=[CH:27][N:26]=[C:25]2[NH:30][C:31]1[CH:36]=[CH:35][CH:34]=[C:33]([C:37]([F:40])([F:39])[F:38])[CH:32]=1.CCN(C(C)C)C(C)C.F[P-](F)(F)(F)(F)F.N1(O[P+](N(C)C)(N(C)C)N(C)C)C2C=CC=CC=2N=N1.[O:78]1[CH2:82][CH2:81][CH2:80][C@H:79]1C(O)=O, predict the reaction product. The product is: [Cl:1][C:2]1[CH:16]=[CH:15][C:5]([CH2:6][NH:7][C:8]([C@@H:79]2[CH2:80][CH2:81][CH2:82][O:78]2)=[O:14])=[C:4]([F:17])[C:3]=1[C:18](=[O:41])[NH:19][C:20]1[CH:21]=[CH:22][CH:23]=[C:24]2[C:29]=1[N:28]=[CH:27][N:26]=[C:25]2[NH:30][C:31]1[CH:36]=[CH:35][CH:34]=[C:33]([C:37]([F:38])([F:40])[F:39])[CH:32]=1.